This data is from Forward reaction prediction with 1.9M reactions from USPTO patents (1976-2016). The task is: Predict the product of the given reaction. (1) Given the reactants [O:1]=[C:2]1[CH2:7][CH2:6][N:5]([C:8]([O:10][C:11]([CH3:14])([CH3:13])[CH3:12])=[O:9])[CH2:4][CH2:3]1.[F:15][C:16]1[CH:17]=[C:18]([Mg]Br)[CH:19]=[CH:20][C:21]=1[O:22][CH3:23], predict the reaction product. The product is: [F:15][C:16]1[CH:17]=[C:18]([C:2]2([OH:1])[CH2:3][CH2:4][N:5]([C:8]([O:10][C:11]([CH3:14])([CH3:13])[CH3:12])=[O:9])[CH2:6][CH2:7]2)[CH:19]=[CH:20][C:21]=1[O:22][CH3:23]. (2) Given the reactants [CH3:1][O:2][C:3]1[CH:8]=[CH:7][C:6]([NH:9][CH2:10][CH2:11][CH2:12][O:13][C:14]2[CH:23]=[CH:22][C:21]3[C:16](=[CH:17][CH:18]=[CH:19][CH:20]=3)[CH:15]=2)=[CH:5][CH:4]=1.[CH3:24]I, predict the reaction product. The product is: [CH3:1][O:2][C:3]1[CH:4]=[CH:5][C:6]([N:9]([CH2:10][CH2:11][CH2:12][O:13][C:14]2[CH:23]=[CH:22][C:21]3[C:16](=[CH:17][CH:18]=[CH:19][CH:20]=3)[CH:15]=2)[CH3:24])=[CH:7][CH:8]=1. (3) Given the reactants [Cl:1][C:2]1[CH:7]=[CH:6][C:5]([C:8]2[N:12]([C:13]3[CH:18]=[CH:17][C:16]([Cl:19])=[CH:15][C:14]=3[Cl:20])[N:11]=[C:10]([C:21]([O:23]C)=[O:22])[N:9]=2)=[CH:4][CH:3]=1.[OH-].[K+], predict the reaction product. The product is: [Cl:1][C:2]1[CH:7]=[CH:6][C:5]([C:8]2[N:12]([C:13]3[CH:18]=[CH:17][C:16]([Cl:19])=[CH:15][C:14]=3[Cl:20])[N:11]=[C:10]([C:21]([OH:23])=[O:22])[N:9]=2)=[CH:4][CH:3]=1. (4) Given the reactants Cl[C:2]1[CH:9]=[CH:8][C:5]([C:6]#[N:7])=[CH:4][C:3]=1[N+:10]([O-:12])=[O:11].C(=O)([O-])[O-].[Cs+].[Cs+].[CH:19]([C:22]1[C:30]2[C:25](=[CH:26][CH:27]=[CH:28][C:29]=2[N:31]2[CH:35]=[C:34]([C:36]3[CH:37]=[N:38][CH:39]=[CH:40][CH:41]=3)[N:33]=[CH:32]2)[NH:24][N:23]=1)([CH3:21])[CH3:20], predict the reaction product. The product is: [CH:19]([C:22]1[C:30]2[C:25](=[CH:26][CH:27]=[CH:28][C:29]=2[N:31]2[CH:35]=[C:34]([C:36]3[CH:37]=[N:38][CH:39]=[CH:40][CH:41]=3)[N:33]=[CH:32]2)[N:24]([C:2]2[CH:9]=[CH:8][C:5]([C:6]#[N:7])=[CH:4][C:3]=2[N+:10]([O-:12])=[O:11])[N:23]=1)([CH3:21])[CH3:20]. (5) Given the reactants CO[C:3](=O)[C@@H:4]([NH:9][C:10](=[O:22])[C@H:11]([CH3:21])[NH:12][C:13]1[CH:18]=[CH:17][C:16]([Cl:19])=[C:15]([Cl:20])[CH:14]=1)[CH2:5][CH2:6][CH2:7][CH3:8].[CH2:24]([NH2:31])[C:25]1[CH:30]=[CH:29][CH:28]=[CH:27][CH:26]=1, predict the reaction product. The product is: [Cl:20][C:15]1[CH:14]=[C:13]([NH:12][CH:11]([C:10]([NH:9][C@H:4]([CH2:5][CH2:6][CH2:7][CH3:8])[CH3:3])=[O:22])[CH3:21])[CH:18]=[CH:17][C:16]=1[Cl:19].[CH2:24]([NH-:31])[C:25]1[CH:30]=[CH:29][CH:28]=[CH:27][CH:26]=1. (6) The product is: [CH:17]1([CH2:16][C@H:12]([N:11]2[CH2:9][C:1]3[C:2](=[CH:3][CH:4]=[CH:5][CH:6]=3)[C:7]2=[O:8])[C:13]([OH:15])=[O:14])[CH2:18][CH2:19][CH2:20][CH2:21]1. Given the reactants [C:1]1([CH:9]=O)[C:2]([CH:7]=[O:8])=[CH:3][CH:4]=[CH:5][CH:6]=1.[NH2:11][C@@H:12]([CH2:16][CH:17]1[CH2:21][CH2:20][CH2:19][CH2:18]1)[C:13]([OH:15])=[O:14], predict the reaction product. (7) The product is: [CH2:25]([N:26]([CH2:27][CH3:28])[C:7]1[CH:6]=[CH:5][C:4]([C:10]2[N:11]=[C:12]3[CH:17]=[C:16]([NH:18][CH3:19])[CH:15]=[CH:14][N:13]3[CH:20]=2)=[CH:3][CH:2]=1)[CH3:24]. Given the reactants F[C:2]1[CH:3]=[C:4]([C:10]2[N:11]=[C:12]3[CH:17]=[C:16]([NH:18][CH3:19])[CH:15]=[CH:14][N:13]3[CH:20]=2)[CH:5]=[CH:6][C:7]=1OC.CNC1[CH:28]=[CH:27][N:26]=[C:25](N)[CH:24]=1.BrCC(C1C=CC(N(CC)CC)=CC=1)=O, predict the reaction product. (8) The product is: [C:1]([N:8]1[CH2:9][CH2:10][CH2:11][CH2:12][CH:13]1[CH3:14])([O:3][C:4]([CH3:7])([CH3:6])[CH3:5])=[O:2]. Given the reactants [C:1]([N:8]1[CH2:13][CH2:12][CH2:11][CH2:10][CH2:9]1)([O:3][C:4]([CH3:7])([CH3:6])[CH3:5])=[O:2].[CH3:14]N(CCN(C)C)C.[Li]C(CC)C.S(OC)(OC)(=O)=O, predict the reaction product. (9) Given the reactants [CH2:1]([NH:4][C:5](=[O:18])[C:6]([C:16]#[N:17])=[N:7][NH:8][C:9]1[CH:14]=[CH:13][CH:12]=[CH:11][C:10]=1[F:15])[CH2:2][CH3:3].[Cl-].[Al+3].[Cl-].[Cl-].O.[OH-].[Na+], predict the reaction product. The product is: [NH2:17][C:16]1[C:14]2[C:9](=[C:10]([F:15])[CH:11]=[CH:12][CH:13]=2)[N:8]=[N:7][C:6]=1[C:5]([NH:4][CH2:1][CH2:2][CH3:3])=[O:18]. (10) Given the reactants [CH2:1]([N:5]1[CH2:22][CH2:21][CH2:20][C:7]2([CH2:12][CH2:11][N:10]([C:13]([O:15][C:16]([CH3:19])([CH3:18])[CH3:17])=[O:14])[CH2:9][CH2:8]2)[CH2:6]1)[CH2:2][C:3]#[CH:4].CC1CCCO1.[CH3:29][C:30]1([CH3:37])[C:34]([CH3:36])([CH3:35])[O:33][BH:32][O:31]1, predict the reaction product. The product is: [CH3:29][C:30]1([CH3:37])[C:34]([CH3:36])([CH3:35])[O:33][B:32](/[CH:4]=[CH:3]/[CH2:2][CH2:1][N:5]2[CH2:6][C:7]3([CH2:8][CH2:9][N:10]([C:13]([O:15][C:16]([CH3:19])([CH3:17])[CH3:18])=[O:14])[CH2:11][CH2:12]3)[CH2:20][CH2:21][CH2:22]2)[O:31]1.